From a dataset of CYP2C9 inhibition data for predicting drug metabolism from PubChem BioAssay. Regression/Classification. Given a drug SMILES string, predict its absorption, distribution, metabolism, or excretion properties. Task type varies by dataset: regression for continuous measurements (e.g., permeability, clearance, half-life) or binary classification for categorical outcomes (e.g., BBB penetration, CYP inhibition). Dataset: cyp2c9_veith. (1) The drug is COc1ncc2nc(-c3ccccc3)c(=O)n(Cc3cccs3)c2n1. The result is 1 (inhibitor). (2) The molecule is COC(=O)c1ccc(C#CC(NP(=O)(c2ccccc2)c2ccccc2)c2ccccc2)cc1. The result is 1 (inhibitor). (3) The compound is c1ncc(CC2CCNCC2)[nH]1. The result is 0 (non-inhibitor). (4) The compound is COc1ccc([C@@H](Nc2ncccn2)c2cc3c(cc2O)OCO3)cc1. The result is 1 (inhibitor).